From a dataset of M1 muscarinic receptor antagonist screen with 61,756 compounds. Binary Classification. Given a drug SMILES string, predict its activity (active/inactive) in a high-throughput screening assay against a specified biological target. The compound is Clc1cc(N(C(=O)CCNC(=O)Cn2c(=O)c3c(nc2)cccc3)C)c(OC)cc1OC. The result is 0 (inactive).